From a dataset of Peptide-MHC class II binding affinity with 134,281 pairs from IEDB. Regression. Given a peptide amino acid sequence and an MHC pseudo amino acid sequence, predict their binding affinity value. This is MHC class II binding data. The peptide sequence is AHGETVSAVAELIGD. The MHC is DRB1_1501 with pseudo-sequence DRB1_1501. The binding affinity (normalized) is 0.198.